Regression. Given two drug SMILES strings and cell line genomic features, predict the synergy score measuring deviation from expected non-interaction effect. From a dataset of NCI-60 drug combinations with 297,098 pairs across 59 cell lines. (1) Drug 1: C1CCC(CC1)NC(=O)N(CCCl)N=O. Drug 2: C1=NC2=C(N1)C(=S)N=C(N2)N. Cell line: NCI-H226. Synergy scores: CSS=15.0, Synergy_ZIP=-7.31, Synergy_Bliss=-3.28, Synergy_Loewe=-6.38, Synergy_HSA=-1.85. (2) Drug 1: CC1C(C(CC(O1)OC2CC(CC3=C2C(=C4C(=C3O)C(=O)C5=C(C4=O)C(=CC=C5)OC)O)(C(=O)C)O)N)O.Cl. Drug 2: CN1C(=O)N2C=NC(=C2N=N1)C(=O)N. Cell line: HT29. Synergy scores: CSS=16.8, Synergy_ZIP=5.26, Synergy_Bliss=10.1, Synergy_Loewe=-27.7, Synergy_HSA=6.34.